From a dataset of Catalyst prediction with 721,799 reactions and 888 catalyst types from USPTO. Predict which catalyst facilitates the given reaction. (1) Reactant: [C:1]([NH:5][C:6]1[CH:7]=[C:8]([CH:53]=[CH:54][C:55]=1[F:56])[C:9]([NH:11][C:12]1[CH:17]=[C:16]([C:18]2[NH:26][C:25]3[C:24]4([CH2:31][CH2:30][CH2:29][N:28](C(OC(C)(C)C)=O)[CH2:27]4)[CH2:23][N:22](CC4C(OC)=CC(OC)=CC=4OC)[C:21](=[O:52])[C:20]=3[CH:19]=2)[CH:15]=[CH:14][N:13]=1)=[O:10])(=[O:4])[CH:2]=[CH2:3].FC(F)(F)C(O)=O. Product: [C:1]([NH:5][C:6]1[CH:7]=[C:8]([CH:53]=[CH:54][C:55]=1[F:56])[C:9]([NH:11][C:12]1[CH:17]=[C:16]([C:18]2[NH:26][C:25]3[C:24]4([CH2:31][CH2:30][CH2:29][NH:28][CH2:27]4)[CH2:23][NH:22][C:21](=[O:52])[C:20]=3[CH:19]=2)[CH:15]=[CH:14][N:13]=1)=[O:10])(=[O:4])[CH:2]=[CH2:3]. The catalyst class is: 4. (2) The catalyst class is: 12. Reactant: [CH3:1][C:2]1([CH3:26])[CH2:11][CH2:10][C:9]([CH3:13])([CH3:12])[C:8]2[CH:7]=[C:6]([C:14]3[N:15]=[C:16]([N:19]4[CH2:24][CH2:23][CH:22]([NH2:25])[CH2:21][CH2:20]4)[S:17][CH:18]=3)[CH:5]=[CH:4][C:3]1=2.C(OC([N:34]1[CH2:38][CH2:37][C@H:36]([OH:39])[C@H:35]1[C:40](O)=[O:41])=O)(C)(C)C.Cl. Product: [CH3:1][C:2]1([CH3:26])[CH2:11][CH2:10][C:9]([CH3:12])([CH3:13])[C:8]2[CH:7]=[C:6]([C:14]3[N:15]=[C:16]([N:19]4[CH2:24][CH2:23][CH:22]([NH:25][C:40]([C@@H:35]5[C@@H:36]([OH:39])[CH2:37][CH2:38][NH:34]5)=[O:41])[CH2:21][CH2:20]4)[S:17][CH:18]=3)[CH:5]=[CH:4][C:3]1=2. (3) Reactant: [Li+].CC([N-]C(C)C)C.[CH3:9][O:10][C:11]([C:13]1[CH:17]=[C:16]([Br:18])[N:15]([CH:19]([CH3:21])[CH3:20])[CH:14]=1)=[O:12].[Cl:22][C:23]1[CH:30]=[CH:29][C:26]([CH:27]=[O:28])=[CH:25][CH:24]=1. Product: [CH3:9][O:10][C:11]([C:13]1[CH:17]=[C:16]([Br:18])[N:15]([CH:19]([CH3:21])[CH3:20])[C:14]=1[CH:27]([C:26]1[CH:29]=[CH:30][C:23]([Cl:22])=[CH:24][CH:25]=1)[OH:28])=[O:12]. The catalyst class is: 1. (4) Reactant: [I:1][C:2]1[CH:3]=[N:4][NH:5][CH:6]=1.C1(=O)O[CH2:10][CH2:9][O:8]1. Product: [I:1][C:2]1[CH:3]=[N:4][N:5]([CH2:10][CH2:9][OH:8])[CH:6]=1. The catalyst class is: 3. (5) Reactant: Br[CH:2]([CH3:13])[CH2:3][C:4]1[C:8]2[CH:9]=[CH:10][CH:11]=[CH:12][C:7]=2[O:6][CH:5]=1.[NH2:14][CH:15]1[CH2:24][C:23]2[C:22]([C:25]([NH2:27])=[O:26])=[CH:21][CH:20]=[C:19]([F:28])[C:18]=2[O:17][CH2:16]1.C(N(CC)CC)C.C(Cl)Cl.CO. Product: [O:6]1[C:7]2[CH:12]=[CH:11][CH:10]=[CH:9][C:8]=2[C:4]([CH2:3][CH2:2][CH2:13][NH:14][CH:15]2[CH2:24][C:23]3[C:22]([C:25]([NH2:27])=[O:26])=[CH:21][CH:20]=[C:19]([F:28])[C:18]=3[O:17][CH2:16]2)=[CH:5]1. The catalyst class is: 16. (6) Reactant: [C:1]([O:5][C:6](=[O:17])[NH:7][CH2:8][CH2:9][CH2:10][C:11](=[O:16])N(OC)C)([CH3:4])([CH3:3])[CH3:2].[CH3:18][Mg]Br.OS([O-])(=O)=O.[K+]. Product: [C:1]([O:5][C:6](=[O:17])[NH:7][CH2:8][CH2:9][CH2:10][C:11](=[O:16])[CH3:18])([CH3:2])([CH3:3])[CH3:4]. The catalyst class is: 1. (7) Reactant: CC1(C)C(C)(C)OB([C:9]2[CH:10]=[N:11][N:12]([CH2:14][O:15][CH2:16][CH2:17][Si:18]([CH3:21])([CH3:20])[CH3:19])[CH:13]=2)O1.[OH-:23].[Na+].OO. Product: [CH3:19][Si:18]([CH3:21])([CH3:20])[CH2:17][CH2:16][O:15][CH2:14][N:12]1[CH:13]=[C:9]([OH:23])[CH:10]=[N:11]1. The catalyst class is: 1. (8) Reactant: [Cl:1][C:2]1[CH:7]=[CH:6][CH:5]=[C:4]([Cl:8])[C:3]=1[C:9]1[C:13]([CH2:14][O:15][C:16]2[N:21]=[C:20]([CH3:22])[C:19]([NH2:23])=[CH:18][CH:17]=2)=[C:12]([CH:24]([CH3:26])[CH3:25])[O:11][N:10]=1.[CH3:27][O:28][C:29](=[O:40])[C:30]1[CH:35]=[CH:34][C:33]([S:36](Cl)(=[O:38])=[O:37])=[CH:32][CH:31]=1.N1C=CC=CC=1. Product: [CH3:27][O:28][C:29](=[O:40])[C:30]1[CH:31]=[CH:32][C:33]([S:36](=[O:37])(=[O:38])[NH:23][C:19]2[C:20]([CH3:22])=[N:21][C:16]([O:15][CH2:14][C:13]3[C:9]([C:3]4[C:4]([Cl:8])=[CH:5][CH:6]=[CH:7][C:2]=4[Cl:1])=[N:10][O:11][C:12]=3[CH:24]([CH3:26])[CH3:25])=[CH:17][CH:18]=2)=[CH:34][CH:35]=1. The catalyst class is: 2. (9) Reactant: [NH2:1][C@H:2]([C:6]([OH:8])=[O:7])[CH2:3][CH2:4][OH:5].N12CCCN=C1CCCCC2.[Si:20](Cl)([C:23]([CH3:26])([CH3:25])[CH3:24])([CH3:22])[CH3:21]. Product: [Si:20]([NH:1][C@H:2]([C:6]([OH:8])=[O:7])[CH2:3][CH2:4][OH:5])([C:23]([CH3:26])([CH3:25])[CH3:24])([CH3:22])[CH3:21]. The catalyst class is: 10.